From a dataset of Forward reaction prediction with 1.9M reactions from USPTO patents (1976-2016). Predict the product of the given reaction. (1) Given the reactants [N:1]1([C:7]2[S:8][C:9]3[C:15]([C:16](O)=[O:17])=[CH:14][CH:13]=[CH:12][C:10]=3[N:11]=2)[CH2:6][CH2:5][CH2:4][CH2:3][CH2:2]1.[H-].[Al+3].[Li+].[H-].[H-].[H-], predict the reaction product. The product is: [N:1]1([C:7]2[S:8][C:9]3[C:15]([CH2:16][OH:17])=[CH:14][CH:13]=[CH:12][C:10]=3[N:11]=2)[CH2:6][CH2:5][CH2:4][CH2:3][CH2:2]1. (2) Given the reactants N1C=CC=CC=1.[NH2:7][C@@H:8]([C:19]([OH:21])=[O:20])[CH2:9][C:10]1[C:18]2[C:13](=[CH:14][CH:15]=[CH:16][CH:17]=2)[NH:12][CH:11]=1.C[Si](Cl)(C)C.[C:27](Cl)(=[O:41])[CH2:28][CH2:29][CH2:30][CH2:31][CH2:32][CH2:33][CH2:34][CH2:35][CH2:36][CH2:37][CH2:38][CH2:39][CH3:40], predict the reaction product. The product is: [C:27]([NH:7][C@@H:8]([C:19]([OH:21])=[O:20])[CH2:9][C:10]1[C:18]2[C:13](=[CH:14][CH:15]=[CH:16][CH:17]=2)[NH:12][CH:11]=1)(=[O:41])[CH2:28][CH2:29][CH2:30][CH2:31][CH2:32][CH2:33][CH2:34][CH2:35][CH2:36][CH2:37][CH2:38][CH2:39][CH3:40].